From a dataset of Reaction yield outcomes from USPTO patents with 853,638 reactions. Predict the reaction yield, written as a fraction of the theoretical maximum amount of product (1.0 means a 100% yield; for example, 0.34 means a 34% yield). (1) The catalyst is C1COCC1. The yield is 0.910. The reactants are [CH:1]1([OH:7])[CH2:6][CH2:5][CH2:4][CH2:3][CH2:2]1.N1C=CC=CC=1.Cl[C:15]([O:17][C:18]1[CH:23]=[CH:22][C:21]([N+:24]([O-:26])=[O:25])=[CH:20][CH:19]=1)=[O:16]. The product is [C:15](=[O:16])([O:17][C:18]1[CH:19]=[CH:20][C:21]([N+:24]([O-:26])=[O:25])=[CH:22][CH:23]=1)[O:7][CH:1]1[CH2:6][CH2:5][CH2:4][CH2:3][CH2:2]1. (2) The reactants are [C:1]([C:3]([C:6]1[CH:7]=[C:8]([CH:12]=[CH:13][CH:14]=1)[C:9]([OH:11])=O)([CH3:5])[CH3:4])#[N:2].C(Cl)(=O)C(Cl)=O.O1CCCC1.[NH2:26][C:27]1[CH:28]=[C:29]([CH:44]=[CH:45][CH:46]=1)[O:30][C:31]1[CH:32]=[CH:33][C:34]2[N:35]([CH:37]=[C:38]([NH:40][C:41](=[O:43])[CH3:42])[N:39]=2)[N:36]=1. The catalyst is CN(C)C=O.CN1CCCC1=O. The product is [C:41]([NH:40][C:38]1[N:39]=[C:34]2[CH:33]=[CH:32][C:31]([O:30][C:29]3[CH:28]=[C:27]([NH:26][C:9](=[O:11])[C:8]4[CH:12]=[CH:13][CH:14]=[C:6]([C:3]([C:1]#[N:2])([CH3:4])[CH3:5])[CH:7]=4)[CH:46]=[CH:45][CH:44]=3)=[N:36][N:35]2[CH:37]=1)(=[O:43])[CH3:42]. The yield is 0.690. (3) The reactants are [Br:1][C:2]1[CH:3]=[C:4]([CH2:8][N:9]2C(=O)C3C(=CC=CC=3)C2=O)[CH:5]=[N:6][CH:7]=1.O.NN. The catalyst is CCO. The product is [Br:1][C:2]1[CH:3]=[C:4]([CH2:8][NH2:9])[CH:5]=[N:6][CH:7]=1. The yield is 0.977. (4) The reactants are [CH3:1][O:2][C:3]1[CH:4]=[C:5]([O:14][CH3:15])[C:6]2[O:10][C:9]([CH:11]=[O:12])=[CH:8][C:7]=2[CH:13]=1.[BH4-].[Na+]. The catalyst is C1COCC1.CCO. The product is [CH3:1][O:2][C:3]1[CH:4]=[C:5]([O:14][CH3:15])[C:6]2[O:10][C:9]([CH2:11][OH:12])=[CH:8][C:7]=2[CH:13]=1. The yield is 0.820. (5) The reactants are [S:1]1[CH:5]=[CH:4][CH:3]=[C:2]1[CH:6]=O.[CH3:8][C:9]([CH3:11])=[O:10].[OH-].[Na+].O. The catalyst is C(O)C. The product is [S:1]1[CH:5]=[CH:4][CH:3]=[C:2]1[CH:6]=[CH:8][C:9](=[O:10])[CH:11]=[CH:6][C:2]1[S:1][CH:5]=[CH:4][CH:3]=1. The yield is 0.820. (6) The reactants are C([O-])([O-])=O.[K+].[K+].Cl.[Br:8][C:9]1[CH:14]=[CH:13][C:12]([C@@H:15]2[CH2:17][C@H:16]2[NH2:18])=[CH:11][CH:10]=1.Br[CH2:20][C:21]([NH2:23])=[O:22]. The catalyst is CN(C=O)C. The product is [Br:8][C:9]1[CH:10]=[CH:11][C:12]([C@@H:15]2[CH2:17][C@H:16]2[NH:18][CH2:20][C:21]([NH2:23])=[O:22])=[CH:13][CH:14]=1. The yield is 0.310. (7) The reactants are [CH3:1][C:2]1[C:7]([O:8][C:9]([CH3:12])([CH3:11])[CH3:10])=[CH:6][CH:5]=[CH:4][C:3]=1[N+:13]([O-])=O. The catalyst is C(O)C.[Pd]. The product is [CH3:1][C:2]1[C:7]([O:8][C:9]([CH3:12])([CH3:11])[CH3:10])=[CH:6][CH:5]=[CH:4][C:3]=1[NH2:13]. The yield is 0.980.